Task: Predict the reactants needed to synthesize the given product.. Dataset: Full USPTO retrosynthesis dataset with 1.9M reactions from patents (1976-2016) (1) Given the product [CH2:18]([C:23]1[CH:24]=[CH:25][C:26]([S:29]([CH:15]2[CH2:16][CH2:17][N:12]([C:10]([NH:9][C:5]3[CH:4]=[N:3][CH:8]=[CH:7][CH:6]=3)=[O:11])[CH2:13][CH2:14]2)(=[O:31])=[O:30])=[CH:27][CH:28]=1)[CH2:19][CH2:20][CH2:21][CH3:22], predict the reactants needed to synthesize it. The reactants are: Cl.Cl.[N:3]1[CH:8]=[CH:7][CH:6]=[C:5]([NH:9][C:10]([N:12]2[CH2:17][CH2:16][CH2:15][CH2:14][CH2:13]2)=[O:11])[CH:4]=1.[CH2:18]([C:23]1[CH:28]=[CH:27][C:26]([S:29](Cl)(=[O:31])=[O:30])=[CH:25][CH:24]=1)[CH2:19][CH2:20][CH2:21][CH3:22].O. (2) Given the product [CH3:24][O:23][C:21]1[CH:22]=[C:17]([NH:16][C:13]2[N:14]=[N:15][C:10]([CH:8]([NH:7][C:5]([C:4]3[CH:3]=[C:2]4[C:31](=[CH:30][CH:29]=3)[NH:32][CH:33]=[CH:34]4)=[O:6])[CH3:9])=[CH:11][N:12]=2)[CH:18]=[C:19]([O:27][CH3:28])[C:20]=1[O:25][CH3:26], predict the reactants needed to synthesize it. The reactants are: Br[C:2]1[CH:3]=[C:4]([CH:29]=[CH:30][CH:31]=1)[C:5]([NH:7][CH:8]([C:10]1[N:15]=[N:14][C:13]([NH:16][C:17]2[CH:22]=[C:21]([O:23][CH3:24])[C:20]([O:25][CH3:26])=[C:19]([O:27][CH3:28])[CH:18]=2)=[N:12][CH:11]=1)[CH3:9])=[O:6].[NH2:32][CH:33](C1N=NC(NC2C=C(OC)C(OC)=C(OC)C=2)=NC=1)[CH3:34].N1C2C(=CC(C(O)=O)=CC=2)C=C1.C(N(C(C)C)CC)(C)C.F[P-](F)(F)(F)(F)F.N1(OC(N(C)C)=[N+](C)C)C2N=CC=CC=2N=N1. (3) The reactants are: [C:1](Cl)(=[O:13])[O:2][CH2:3][C:4]1[CH:9]=[C:8]([C:10]#[N:11])[CH:7]=[C:6]([Cl:12])[CH:5]=1.[CH3:15][N:16]([CH2:24][CH2:25][CH:26]1[CH2:31][CH2:30][NH:29][CH2:28][CH2:27]1)[C:17]([C:19]1[N:20]=[N:21][NH:22][CH:23]=1)=[O:18].C(=O)(O)[O-].[Na+].C(O)(=O)CC(CC(O)=O)(C(O)=O)O. Given the product [CH3:15][N:16]([CH2:24][CH2:25][CH:26]1[CH2:27][CH2:28][N:29]([C:1]([O:2][CH2:3][C:4]2[CH:9]=[C:8]([C:10]#[N:11])[CH:7]=[C:6]([Cl:12])[CH:5]=2)=[O:13])[CH2:30][CH2:31]1)[C:17]([C:19]1[N:20]=[N:21][NH:22][CH:23]=1)=[O:18], predict the reactants needed to synthesize it. (4) Given the product [S:13]1[CH:17]=[CH:16][CH:15]=[C:14]1[CH2:18][CH2:20][NH:22][C:10]([C:8]12[CH2:7][CH:6]3[CH2:1][CH:2]([CH2:3][CH:4]1[CH2:5]3)[CH2:9]2)=[O:12], predict the reactants needed to synthesize it. The reactants are: [CH2:1]1[CH:6]2[CH2:7][C:8]3([C:10]([OH:12])=O)[CH2:9][CH:2]1[CH2:3][CH:4]3[CH2:5]2.[S:13]1[CH:17]=[CH:16][CH:15]=[C:14]1[CH2:18]N.[CH2:20]([N:22](CC)CC)C.CCN=C=NCCCN(C)C. (5) The reactants are: [C:1]([O:5][C:6](=[O:24])[NH:7][C:8]1[CH:13]=[CH:12][C:11]([C:14]#[C:15][C:16]2[S:17][CH:18]=[CH:19][N:20]=2)=[CH:10][C:9]=1[N+:21]([O-])=O)([CH3:4])([CH3:3])[CH3:2].O.O.Cl[Sn]Cl. Given the product [C:1]([O:5][C:6](=[O:24])[NH:7][C:8]1[CH:13]=[CH:12][C:11]([C:14]#[C:15][C:16]2[S:17][CH:18]=[CH:19][N:20]=2)=[CH:10][C:9]=1[NH2:21])([CH3:4])([CH3:2])[CH3:3], predict the reactants needed to synthesize it.